From a dataset of Reaction yield outcomes from USPTO patents with 853,638 reactions. Predict the reaction yield, written as a fraction of the theoretical maximum amount of product (1.0 means a 100% yield; for example, 0.34 means a 34% yield). (1) The reactants are [Cl-].O[NH3+:3].[C:4](=[O:7])([O-])[OH:5].[Na+].CS(C)=O.[F:13][C:14]1[CH:15]=[C:16]([C:44]2[C:45]([C:50]#[N:51])=[CH:46][CH:47]=[CH:48][CH:49]=2)[CH:17]=[CH:18][C:19]=1[CH2:20][C:21]1[C:26](=[O:27])[N:25]([C:28]2[CH:33]=[CH:32][C:31]([O:34][C:35]([CH3:39])([CH3:38])[CH2:36][OH:37])=[CH:30][CH:29]=2)[C:24]([CH3:40])=[N:23][C:22]=1[CH2:41][CH2:42][CH3:43]. The catalyst is O.C(OCC)(=O)C. The product is [F:13][C:14]1[CH:15]=[C:16]([C:44]2[CH:49]=[CH:48][CH:47]=[CH:46][C:45]=2[C:50]2[NH:3][C:4](=[O:7])[O:5][N:51]=2)[CH:17]=[CH:18][C:19]=1[CH2:20][C:21]1[C:26](=[O:27])[N:25]([C:28]2[CH:33]=[CH:32][C:31]([O:34][C:35]([CH3:38])([CH3:39])[CH2:36][OH:37])=[CH:30][CH:29]=2)[C:24]([CH3:40])=[N:23][C:22]=1[CH2:41][CH2:42][CH3:43]. The yield is 0.610. (2) The reactants are [CH3:1][O:2][C:3]1[CH:8]=[CH:7][C:6]([N:9]2[CH:13]=[CH:12][C:11](NCC(OC)=O)=[N:10]2)=[CH:5][CH:4]=1.C1(P(=[CH:39][C:40]([O:42][CH3:43])=[O:41])(C2C=CC=CC=2)C2C=CC=CC=2)C=CC=CC=1.[CH2:44](Cl)Cl. No catalyst specified. The product is [CH3:1][O:2][C:3]1[CH:4]=[CH:5][C:6]([N:9]2[CH:13]=[CH:12][C:11](/[CH:44]=[CH:39]/[C:40]([O:42][CH3:43])=[O:41])=[N:10]2)=[CH:7][CH:8]=1. The yield is 0.830. (3) The reactants are [Br:1][CH2:2][CH2:3][CH2:4][CH:5]([CH3:9])[C:6]([OH:8])=O.C(Cl)Cl.[C:13]([O:17][C:18]([N:20]1[C:24]([NH2:25])=[CH:23][C:22]([C:26]2[CH:31]=[CH:30][C:29]([Cl:32])=[CH:28][CH:27]=2)=[N:21]1)=[O:19])([CH3:16])([CH3:15])[CH3:14].C(N(CC)CC)C.Cl. No catalyst specified. The product is [C:13]([O:17][C:18]([N:20]1[C:24]([NH:25][C:6](=[O:8])[CH:5]([CH3:9])[CH2:4][CH2:3][CH2:2][Br:1])=[CH:23][C:22]([C:26]2[CH:27]=[CH:28][C:29]([Cl:32])=[CH:30][CH:31]=2)=[N:21]1)=[O:19])([CH3:16])([CH3:14])[CH3:15]. The yield is 0.970. (4) The yield is 0.490. The catalyst is CC(C)=O.O. The product is [OH:23][C:10]1[CH:11]=[CH:12][C:13]([B:14]([OH:18])[OH:15])=[C:8]([CH3:7])[CH:9]=1. The reactants are I([O-])(=O)(=O)=O.[Na+].[CH3:7][C:8]1[CH:9]=[C:10]([OH:23])[CH:11]=[CH:12][C:13]=1[B:14]1[O:18]C(C)(C)C(C)(C)[O:15]1.C([O-])(=O)C.[NH4+].